Task: Predict the reactants needed to synthesize the given product.. Dataset: Full USPTO retrosynthesis dataset with 1.9M reactions from patents (1976-2016) (1) Given the product [Br:1][C:2]1[CH:3]=[N:4][C:5]([C:14]2([OH:18])[CH2:17][CH2:16][CH2:15]2)=[N:6][CH:7]=1, predict the reactants needed to synthesize it. The reactants are: [Br:1][C:2]1[CH:3]=[N:4][C:5](I)=[N:6][CH:7]=1.C([Li])CCC.[C:14]1(=[O:18])[CH2:17][CH2:16][CH2:15]1. (2) The reactants are: [NH2:1][C:2]1[C:11]([C:12]2[S:13][C:14]3[CH:20]=[CH:19][C:18]([NH2:21])=[CH:17][C:15]=3[CH:16]=2)=[CH:10][C:5]([C:6]([O:8][CH3:9])=[O:7])=[CH:4][N:3]=1.[F:22][C:23]1[CH:28]=[CH:27][C:26]([C:29]([F:32])([F:31])[F:30])=[CH:25][C:24]=1[N:33]=[C:34]=[O:35]. Given the product [NH2:1][C:2]1[C:11]([C:12]2[S:13][C:14]3[CH:20]=[CH:19][C:18]([NH:21][C:34]([NH:33][C:24]4[CH:25]=[C:26]([C:29]([F:30])([F:32])[F:31])[CH:27]=[CH:28][C:23]=4[F:22])=[O:35])=[CH:17][C:15]=3[CH:16]=2)=[CH:10][C:5]([C:6]([O:8][CH3:9])=[O:7])=[CH:4][N:3]=1, predict the reactants needed to synthesize it. (3) Given the product [CH3:44][C:28]1[C:29]([C:31]([N:33]2[CH2:38][CH2:37][CH:36]([N:39]3[CH2:43][CH2:42][CH2:41][CH2:40]3)[CH2:35][CH2:34]2)=[O:32])=[N:30][C:25]([C:59]2[CH:60]=[N:55][CH:56]=[N:57][CH:58]=2)=[C:26]([C:45]2[CH:50]=[CH:49][CH:48]=[C:47]([C:51]([F:54])([F:53])[F:52])[CH:46]=2)[CH:27]=1, predict the reactants needed to synthesize it. The reactants are: COC(=O)C1C(C)=CC(C2C=CC=C(C(F)(F)F)C=2)=NC=1OC.Cl[C:25]1[N:30]=[C:29]([C:31]([N:33]2[CH2:38][CH2:37][CH:36]([N:39]3[CH2:43][CH2:42][CH2:41][CH2:40]3)[CH2:35][CH2:34]2)=[O:32])[C:28]([CH3:44])=[CH:27][C:26]=1[C:45]1[CH:50]=[CH:49][CH:48]=[C:47]([C:51]([F:54])([F:53])[F:52])[CH:46]=1.[N:55]1[CH:60]=[C:59](B(O)O)[CH:58]=[N:57][CH:56]=1. (4) The reactants are: F[C:2]1[CH:7]=[CH:6][C:5]([N+:8]([O-:10])=[O:9])=[CH:4][CH:3]=1.Br.Br.[C:13]([N:17]1[CH2:22][CH2:21][NH:20][CH2:19][CH2:18]1)([CH3:16])([CH3:15])[CH3:14].C(N(CC)CC)C. Given the product [C:13]([N:17]1[CH2:22][CH2:21][N:20]([C:2]2[CH:7]=[CH:6][C:5]([N+:8]([O-:10])=[O:9])=[CH:4][CH:3]=2)[CH2:19][CH2:18]1)([CH3:16])([CH3:15])[CH3:14], predict the reactants needed to synthesize it. (5) Given the product [CH2:11]([C@H:10]1[CH2:9][O:8][C:7](=[O:18])[N:6]1[C:4](=[O:5])[C@@H:3]([NH:2][S:38]([C:36]1[S:37][C:33]([Cl:32])=[CH:34][CH:35]=1)(=[O:40])=[O:39])[C@@H:19]([C:24]1[CH:25]=[C:26]([F:31])[CH:27]=[C:28]([F:30])[CH:29]=1)[C:20]([F:23])([F:22])[F:21])[C:12]1[CH:13]=[CH:14][CH:15]=[CH:16][CH:17]=1, predict the reactants needed to synthesize it. The reactants are: Cl.[NH2:2][C@@H:3]([C@@H:19]([C:24]1[CH:29]=[C:28]([F:30])[CH:27]=[C:26]([F:31])[CH:25]=1)[C:20]([F:23])([F:22])[F:21])[C:4]([N:6]1[C@@H:10]([CH2:11][C:12]2[CH:17]=[CH:16][CH:15]=[CH:14][CH:13]=2)[CH2:9][O:8][C:7]1=[O:18])=[O:5].[Cl:32][C:33]1[S:37][C:36]([S:38](Cl)(=[O:40])=[O:39])=[CH:35][CH:34]=1.N1C=CC=CC=1.C([O-])(O)=O.[Na+].